Dataset: Forward reaction prediction with 1.9M reactions from USPTO patents (1976-2016). Task: Predict the product of the given reaction. (1) Given the reactants [CH2:1]1[C:4]2([CH2:9][CH2:8][NH:7][CH2:6][CH2:5]2)[CH2:3][N:2]1[CH2:10][C:11]1[S:19][C:18]2[C:17]([N:20]3[CH2:25][CH2:24][O:23][CH2:22][CH2:21]3)=[N:16][C:15]([C:26]3[C:34]([F:35])=[CH:33][CH:32]=[C:31]4[C:27]=3[CH:28]=[CH:29][NH:30]4)=[N:14][C:13]=2[CH:12]=1.C[Si]([N:40]=[C:41]=[O:42])(C)C, predict the reaction product. The product is: [F:35][C:34]1[C:26]([C:15]2[N:16]=[C:17]([N:20]3[CH2:21][CH2:22][O:23][CH2:24][CH2:25]3)[C:18]3[S:19][C:11]([CH2:10][N:2]4[CH2:3][C:4]5([CH2:9][CH2:8][N:7]([C:41]([NH2:40])=[O:42])[CH2:6][CH2:5]5)[CH2:1]4)=[CH:12][C:13]=3[N:14]=2)=[C:27]2[C:31](=[CH:32][CH:33]=1)[NH:30][CH:29]=[CH:28]2. (2) Given the reactants P(C1C=CC=CC=1)(C1C=CC=CC=1)C1C=CC=CC=1.CCO[C:23](/[N:25]=N/C(OCC)=O)=O.[NH2:32][CH:33]1[C:42]2[C:37](=[CH:38][C:39]([CH2:43]O)=[CH:40][CH:41]=2)[O:36][CH2:35][CH2:34]1.CC(C)(O)C#N, predict the reaction product. The product is: [NH2:32][CH:33]1[C:42]2[C:37](=[CH:38][C:39]([CH2:43][C:23]#[N:25])=[CH:40][CH:41]=2)[O:36][CH2:35][CH2:34]1. (3) Given the reactants Cl[C:2]1[CH:3]=[C:4]([C:8]2[N:13]=[CH:12][C:11]([C:14]3[CH:15]=[N:16][N:17]([CH3:19])[CH:18]=3)=[CH:10][N:9]=2)[CH:5]=[CH:6][CH:7]=1.C(OC1C=NC(C2C=CC=C([B:35]3[O:39][C:38]([CH3:41])([CH3:40])[C:37]([CH3:43])([CH3:42])[O:36]3)C=2)=NC=1)C, predict the reaction product. The product is: [CH3:19][N:17]1[CH:18]=[C:14]([C:11]2[CH:10]=[N:9][C:8]([C:4]3[CH:5]=[CH:6][CH:7]=[C:2]([B:35]4[O:39][C:38]([CH3:41])([CH3:40])[C:37]([CH3:43])([CH3:42])[O:36]4)[CH:3]=3)=[N:13][CH:12]=2)[CH:15]=[N:16]1. (4) Given the reactants [Cl:1][C:2]1[C:10]2[C:5](=[CH:6][C:7]([C:11]([NH:13][CH:14]([C:24]3[CH:29]=[CH:28][C:27]([F:30])=[CH:26][CH:25]=3)[CH2:15][O:16][CH2:17][CH:18]3[CH2:23][CH2:22][NH:21][CH2:20][CH2:19]3)=[O:12])=[CH:8][CH:9]=2)[NH:4][CH:3]=1.[CH3:31][C:32]([CH3:34])=O, predict the reaction product. The product is: [Cl:1][C:2]1[C:10]2[C:5](=[CH:6][C:7]([C:11]([NH:13][CH:14]([C:24]3[CH:29]=[CH:28][C:27]([F:30])=[CH:26][CH:25]=3)[CH2:15][O:16][CH2:17][CH:18]3[CH2:23][CH2:22][N:21]([CH:32]([CH3:34])[CH3:31])[CH2:20][CH2:19]3)=[O:12])=[CH:8][CH:9]=2)[NH:4][CH:3]=1. (5) Given the reactants [CH2:1]([O:8][C:9]1[CH:14]=[C:13](I)[CH:12]=[CH:11][C:10]=1[N:16]1[S:20](=[O:22])(=[O:21])[N:19]([CH2:23][CH2:24][Si:25]([CH3:28])([CH3:27])[CH3:26])[C:18](=[O:29])[CH2:17]1)[C:2]1[CH:7]=[CH:6][CH:5]=[CH:4][CH:3]=1.[C:30]([O:34][C:35]([N:37]1[CH2:42][CH2:41][CH2:40][CH2:39][CH:38]1[CH:43]=[CH2:44])=[O:36])([CH3:33])([CH3:32])[CH3:31].C(N(CC)CC)C.C(P(C(C)(C)C)C1C=CC=CC=1C1C=CC=CC=1P(C(C)(C)C)C(C)(C)C)(C)(C)C, predict the reaction product. The product is: [C:30]([O:34][C:35]([N:37]1[CH2:42][CH2:41][CH2:40][CH2:39][CH:38]1/[CH:43]=[CH:44]/[C:13]1[CH:12]=[CH:11][C:10]([N:16]2[CH2:17][C:18](=[O:29])[N:19]([CH2:23][CH2:24][Si:25]([CH3:28])([CH3:27])[CH3:26])[S:20]2(=[O:22])=[O:21])=[C:9]([O:8][CH2:1][C:2]2[CH:7]=[CH:6][CH:5]=[CH:4][CH:3]=2)[CH:14]=1)=[O:36])([CH3:33])([CH3:32])[CH3:31].